From a dataset of Catalyst prediction with 721,799 reactions and 888 catalyst types from USPTO. Predict which catalyst facilitates the given reaction. Reactant: [CH2:1]([C:8]1[O:12][N:11]=[C:10]([C:13]([OH:15])=O)[CH:9]=1)[C:2]1[CH:7]=[CH:6][CH:5]=[CH:4][CH:3]=1.Cl.[O:17]1[CH2:21][CH2:20][CH:19]([CH2:22][NH2:23])[CH2:18]1.C(N(CC)CC)C.ON1C2C=CC=CC=2N=N1.Cl.C(N=C=NCCCN(C)C)C. Product: [O:17]1[CH2:21][CH2:20][CH:19]([CH2:22][NH:23][C:13]([C:10]2[CH:9]=[C:8]([CH2:1][C:2]3[CH:3]=[CH:4][CH:5]=[CH:6][CH:7]=3)[O:12][N:11]=2)=[O:15])[CH2:18]1. The catalyst class is: 22.